From a dataset of Catalyst prediction with 721,799 reactions and 888 catalyst types from USPTO. Predict which catalyst facilitates the given reaction. (1) Reactant: Cl[C:2]1[CH:23]=[CH:22][C:5]([C:6]([NH:8][C:9]2[CH:14]=[CH:13][C:12]([Cl:15])=[C:11]([C:16]3[CH:21]=[CH:20][CH:19]=[CH:18][N:17]=3)[CH:10]=2)=[O:7])=[C:4]([CH3:24])[N:3]=1.[NH2:25][CH2:26][CH2:27][C:28]1[N:32]=[CH:31][NH:30][CH:29]=1. Product: [NH:30]1[CH:29]=[C:28]([CH2:27][CH2:26][NH:25][C:2]2[CH:23]=[CH:22][C:5]([C:6]([NH:8][C:9]3[CH:14]=[CH:13][C:12]([Cl:15])=[C:11]([C:16]4[CH:21]=[CH:20][CH:19]=[CH:18][N:17]=4)[CH:10]=3)=[O:7])=[C:4]([CH3:24])[N:3]=2)[N:32]=[CH:31]1. The catalyst class is: 51. (2) Reactant: [BH4-].[Na+].[C:3]([C:5]1([C:8]2[CH:33]=[CH:32][C:11]([CH2:12][N:13]([CH2:20][CH2:21][C:22]3[CH:27]=[CH:26][CH:25]=[C:24]([C:28]([F:31])([F:30])[F:29])[CH:23]=3)C(=O)C(F)(F)F)=[CH:10][CH:9]=2)[CH2:7][CH2:6]1)#[N:4].O. Product: [F:29][C:28]([F:30])([F:31])[C:24]1[CH:23]=[C:22]([CH2:21][CH2:20][NH:13][CH2:12][C:11]2[CH:10]=[CH:9][C:8]([C:5]3([C:3]#[N:4])[CH2:6][CH2:7]3)=[CH:33][CH:32]=2)[CH:27]=[CH:26][CH:25]=1. The catalyst class is: 8. (3) Reactant: CS([O:5][CH2:6][CH:7]1[CH2:12][CH2:11][N:10]([C:13]2[O:17][N:16]=[C:15]([CH:18]([CH3:20])[CH3:19])[N:14]=2)[CH2:9][CH2:8]1)(=O)=O.Cl.[F:22][C:23]1[CH:28]=[C:27]([S:29][CH3:30])[CH:26]=[CH:25][C:24]=1[C:31]1[N:36]=[CH:35][C:34](O)=[CH:33][CH:32]=1.C(=O)([O-])[O-].[K+].[K+]. Product: [F:22][C:23]1[CH:28]=[C:27]([S:29][CH3:30])[CH:26]=[CH:25][C:24]=1[C:31]1[CH:32]=[CH:33][C:34]([O:5][CH2:6][CH:7]2[CH2:8][CH2:9][N:10]([C:13]3[O:17][N:16]=[C:15]([CH:18]([CH3:19])[CH3:20])[N:14]=3)[CH2:11][CH2:12]2)=[CH:35][N:36]=1. The catalyst class is: 9. (4) Reactant: Cl[C:2]1[C:3]2[C:4](=[CH:13][N:14](CC3C=CC(OC)=CC=3)[N:15]=2)[N:5]=[C:6]([C:8]2[CH:12]=[CH:11][S:10][CH:9]=2)[N:7]=1.[NH:25]1[C:33]2[C:28](=[CH:29][CH:30]=[C:31]([NH2:34])[CH:32]=2)[CH:27]=[N:26]1.Cl. Product: [NH:25]1[C:33]2[C:28](=[CH:29][CH:30]=[C:31]([NH:34][C:2]3[C:3]4[NH:15][N:14]=[CH:13][C:4]=4[N:5]=[C:6]([C:8]4[CH:12]=[CH:11][S:10][CH:9]=4)[N:7]=3)[CH:32]=2)[CH:27]=[N:26]1. The catalyst class is: 71. (5) Reactant: [CH3:1][O:2][C:3]1[CH:16]=[CH:15][CH:14]=[CH:13][C:4]=1[CH2:5][N:6]1[CH2:11][CH2:10][C:9](=[O:12])[CH2:8][CH2:7]1.[Si](OS(C(F)(F)F)(=O)=O)(C)(C)C.[F:29][C:30]1[CH:43]=[CH:42][C:33]([CH:34](O)[C:35]2[CH:40]=[CH:39][CH:38]=[CH:37][CH:36]=2)=[CH:32][CH:31]=1.C(=O)(O)[O-].[Na+]. Product: [F:29][C:30]1[CH:31]=[CH:32][C:33]([CH:34]([C:35]2[CH:36]=[CH:37][CH:38]=[CH:39][CH:40]=2)[CH:10]2[C:9](=[O:12])[CH2:8][CH2:7][N:6]([CH2:5][C:4]3[CH:13]=[CH:14][CH:15]=[CH:16][C:3]=3[O:2][CH3:1])[CH2:11]2)=[CH:42][CH:43]=1. The catalyst class is: 46.